This data is from Catalyst prediction with 721,799 reactions and 888 catalyst types from USPTO. The task is: Predict which catalyst facilitates the given reaction. (1) Product: [Cl:24][C:18]1[CH:19]=[C:20]([Cl:23])[CH:21]=[CH:22][C:17]=1[CH2:16][CH2:15][O:14][C:6]1[CH:5]=[C:4]([CH:9]=[CH:8][C:7]=1[C:10]([F:13])([F:11])[F:12])[C:3]([OH:25])=[O:2]. The catalyst class is: 5. Reactant: C[O:2][C:3](=[O:25])[C:4]1[CH:9]=[CH:8][C:7]([C:10]([F:13])([F:12])[F:11])=[C:6]([O:14][CH2:15][CH2:16][C:17]2[CH:22]=[CH:21][C:20]([Cl:23])=[CH:19][C:18]=2[Cl:24])[CH:5]=1.O.O.[OH-].[Li+].Cl. (2) Reactant: [OH:1][C:2]1[CH:10]=[CH:9][CH:8]=[C:7]2[C:3]=1[CH:4]=[C:5]([C:12]([O:14]CC)=[O:13])[N:6]2[CH3:11].O[Li].O.OS([O-])(=O)=O.[K+]. Product: [OH:1][C:2]1[CH:10]=[CH:9][CH:8]=[C:7]2[C:3]=1[CH:4]=[C:5]([C:12]([OH:14])=[O:13])[N:6]2[CH3:11]. The catalyst class is: 20.